This data is from Peptide-MHC class II binding affinity with 134,281 pairs from IEDB. The task is: Regression. Given a peptide amino acid sequence and an MHC pseudo amino acid sequence, predict their binding affinity value. This is MHC class II binding data. (1) The peptide sequence is DAFIAALTEALRVIA. The MHC is HLA-DQA10201-DQB10202 with pseudo-sequence HLA-DQA10201-DQB10202. The binding affinity (normalized) is 0.296. (2) The peptide sequence is EKPGNRNPYENLLYK. The MHC is H-2-IAb with pseudo-sequence H-2-IAb. The binding affinity (normalized) is 0.0330. (3) The peptide sequence is VDRQWAQDLTLPWQS. The MHC is DRB4_0101 with pseudo-sequence DRB4_0103. The binding affinity (normalized) is 0. (4) The peptide sequence is GWYLVAATAAAATLR. The MHC is HLA-DPA10103-DPB10401 with pseudo-sequence HLA-DPA10103-DPB10401. The binding affinity (normalized) is 0.321. (5) The peptide sequence is VALFAVFLGSAHGIP. The MHC is HLA-DPA10103-DPB10402 with pseudo-sequence HLA-DPA10103-DPB10402. The binding affinity (normalized) is 0.539.